Dataset: Retrosynthesis with 50K atom-mapped reactions and 10 reaction types from USPTO. Task: Predict the reactants needed to synthesize the given product. (1) Given the product Cc1ccc(S(=O)(=O)n2c(-c3cnn(CCN4CCCC4)c3)cc3c(-c4cnc(C5(O)COC5)s4)c(Cl)cnc32)cc1, predict the reactants needed to synthesize it. The reactants are: COc1ccc(COC2(c3ncc(-c4c(Cl)cnc5c4cc(-c4cnn(CCN6CCCC6)c4)n5S(=O)(=O)c4ccc(C)cc4)s3)COC2)cc1. (2) Given the product Nc1cc2nsnc2cc1F, predict the reactants needed to synthesize it. The reactants are: O=[N+]([O-])c1cc2nsnc2cc1F. (3) Given the product COC(=O)c1ccccc1COc1ccc(NC(=O)OC(C)(C)C)c(N)c1, predict the reactants needed to synthesize it. The reactants are: COC(=O)c1ccccc1COc1ccc(NC(=O)OC(C)(C)C)c([N+](=O)[O-])c1.